The task is: Predict the product of the given reaction.. This data is from Forward reaction prediction with 1.9M reactions from USPTO patents (1976-2016). (1) Given the reactants [C:1]1([C@H:7]([O:9][C:10](=[O:26])[NH:11][C:12]2[C:13]([CH3:25])=[N:14][O:15][C:16]=2[C:17]2[CH:22]=[CH:21][C:20]([CH2:23]Cl)=[CH:19][CH:18]=2)[CH3:8])[CH:6]=[CH:5][CH:4]=[CH:3][CH:2]=1.Cl.C[O:29][C:30](=[O:37])[C@H:31]([NH2:36])[CH2:32][CH:33]1[CH2:35][CH2:34]1, predict the reaction product. The product is: [CH:33]1([CH2:32][C@@H:31]([NH:36][CH2:23][C:20]2[CH:21]=[CH:22][C:17]([C:16]3[O:15][N:14]=[C:13]([CH3:25])[C:12]=3[NH:11][C:10]([O:9][C@@H:7]([C:1]3[CH:6]=[CH:5][CH:4]=[CH:3][CH:2]=3)[CH3:8])=[O:26])=[CH:18][CH:19]=2)[C:30]([OH:37])=[O:29])[CH2:35][CH2:34]1. (2) Given the reactants [Br-].[C:2]([C:5]1[CH:30]=[CH:29][C:8]([CH2:9][P+](C2C=CC=CC=2)(C2C=CC=CC=2)C2C=CC=CC=2)=[CH:7][C:6]=1[F:31])([OH:4])=[O:3].[CH:32]([C:34]1[N:35]=[C:36]([NH:39][C:40](=[O:42])[CH3:41])[S:37][CH:38]=1)=O.CC(C)([O-])C.[K+].O, predict the reaction product. The product is: [C:40]([NH:39][C:36]1[S:37][CH:38]=[C:34]([CH:32]=[CH:9][C:8]2[CH:29]=[CH:30][C:5]([C:2]([OH:4])=[O:3])=[C:6]([F:31])[CH:7]=2)[N:35]=1)(=[O:42])[CH3:41]. (3) Given the reactants Br[C:2]1[CH:11]=[CH:10][C:9]2[C:4](=[CH:5][CH:6]=[C:7]([O:12][CH3:13])[CH:8]=2)[CH:3]=1.[Li]C(C)(C)C.C(OC([N:26]1[CH2:31][CH2:30][C:29]2([CH2:36][CH2:35][C:34](=O)[CH2:33][CH2:32]2)[CH2:28][CH2:27]1)=O)(C)(C)C, predict the reaction product. The product is: [CH3:13][O:12][C:7]1[CH:8]=[C:9]2[C:4](=[CH:5][CH:6]=1)[CH:3]=[C:2]([C:34]1[CH2:35][CH2:36][C:29]3([CH2:30][CH2:31][NH:26][CH2:27][CH2:28]3)[CH2:32][CH:33]=1)[CH:11]=[CH:10]2. (4) Given the reactants [CH3:1][O:2][C:3]([C:5]1[CH:10]=[CH:9][C:8]([C:11]2[CH:16]=[CH:15][C:14]([CH:17]([C:28]3[CH:33]=[CH:32][CH:31]=[CH:30][C:29]=3[CH3:34])[CH2:18][C:19]([C:21]3[CH:26]=[CH:25][N:24]=[C:23]([CH3:27])[CH:22]=3)=O)=[CH:13][CH:12]=2)=[CH:7][CH:6]=1)=[O:4].Cl.[NH2:36][OH:37].C(=O)([O-])O.[Na+].[NH4+].[Cl-], predict the reaction product. The product is: [CH3:1][O:2][C:3]([C:5]1[CH:6]=[CH:7][C:8]([C:11]2[CH:12]=[CH:13][C:14]([CH:17]([C:28]3[CH:33]=[CH:32][CH:31]=[CH:30][C:29]=3[CH3:34])[CH2:18][C:19](=[N:36][OH:37])[C:21]3[CH:26]=[CH:25][N:24]=[C:23]([CH3:27])[CH:22]=3)=[CH:15][CH:16]=2)=[CH:9][CH:10]=1)=[O:4]. (5) Given the reactants [CH3:1][N:2]1[C:11]2[CH2:10][CH2:9][NH:8][CH:7](C(OC(C)(C)C)=O)[CH2:6][C:5]=2[C:4]2[CH:19]=[CH:20][C:21]([N:23]3[CH:28]=[CH:27][C:26]([C:29]4[CH:30]=[N:31][C:32]([C:35]([F:38])([F:37])[F:36])=[CH:33][CH:34]=4)=[CH:25][C:24]3=[O:39])=[N:22][C:3]1=2.C(Cl)[Cl:41], predict the reaction product. The product is: [ClH:41].[CH3:1][N:2]1[C:11]2[CH2:5][CH2:6][CH2:7][NH:8][CH2:9][C:10]=2[C:4]2[CH:19]=[CH:20][C:21]([N:23]3[CH:28]=[CH:27][C:26]([C:29]4[CH:30]=[N:31][C:32]([C:35]([F:36])([F:37])[F:38])=[CH:33][CH:34]=4)=[CH:25][C:24]3=[O:39])=[N:22][C:3]1=2. (6) The product is: [CH2:1]1[C:9]2[C:4](=[CH:5][CH:6]=[CH:7][CH:8]=2)[CH2:3][CH:2]1[C@H:10]1[NH:15][C:14](=[O:16])[C@@H:13]([C@@H:17]([CH3:20])[CH2:18][CH3:19])[N:12]([C@H:21]([C:25]2[N:26]=[C:27]([CH3:30])[O:28][CH:29]=2)[C:22]([N:32]2[CH2:37][CH2:36][O:35][CH2:34][CH2:33]2)=[O:23])[C:11]1=[O:31]. Given the reactants [CH2:1]1[C:9]2[C:4](=[CH:5][CH:6]=[CH:7][CH:8]=2)[CH2:3][CH:2]1[C@H:10]1[NH:15][C:14](=[O:16])[C@@H:13]([C@H:17]([CH3:20])[CH2:18][CH3:19])[N:12]([CH:21]([C:25]2[N:26]=[C:27]([CH3:30])[O:28][CH:29]=2)[C:22](O)=[O:23])[C:11]1=[O:31].[NH:32]1[CH2:37][CH2:36][O:35][CH2:34][CH2:33]1, predict the reaction product. (7) Given the reactants [C:1]1([C:7]2[C:8]([C:20]3[CH:27]=[CH:26][C:23]([CH:24]=O)=[CH:22][CH:21]=3)=[N:9][C:10]3[CH:11]=[CH:12][N:13]4[CH:19]=[N:18][N:17]=[C:14]4[C:15]=3[CH:16]=2)[CH:6]=[CH:5][CH:4]=[CH:3][CH:2]=1.[NH2:28][CH2:29][C:30]1[CH:35]=[CH:34][C:33]([OH:36])=[CH:32][CH:31]=1.C(O)(=O)C.C(O[BH-](OC(=O)C)OC(=O)C)(=O)C.[Na+], predict the reaction product. The product is: [C:1]1([C:7]2[C:8]([C:20]3[CH:21]=[CH:22][C:23]([CH2:24][NH:28][CH2:29][C:30]4[CH:35]=[CH:34][C:33]([OH:36])=[CH:32][CH:31]=4)=[CH:26][CH:27]=3)=[N:9][C:10]3[CH:11]=[CH:12][N:13]4[CH:19]=[N:18][N:17]=[C:14]4[C:15]=3[CH:16]=2)[CH:6]=[CH:5][CH:4]=[CH:3][CH:2]=1. (8) Given the reactants [F:1][C:2]([F:16])([F:15])[C:3]1[CH:14]=[CH:13][C:6]2[NH:7]C(=O)[O:9][C:10](=O)[C:5]=2[CH:4]=1.[CH:17]1([C:22](=O)[CH2:23][C:24]#[N:25])[CH2:21][CH2:20][CH2:19][CH2:18]1.C(N(CC)CC)C.Cl, predict the reaction product. The product is: [CH:17]1([C:22]2[C:23]([C:24]#[N:25])=[C:10]([OH:9])[C:5]3[C:6](=[CH:13][CH:14]=[C:3]([C:2]([F:1])([F:15])[F:16])[CH:4]=3)[N:7]=2)[CH2:21][CH2:20][CH2:19][CH2:18]1. (9) The product is: [Cl:13][C:14]1[CH:15]=[CH:16][C:17]([C:20]2[N:21]=[CH:22][N:23]3[C:2](=[O:4])[NH:27][N:26]=[C:24]3[CH:25]=2)=[CH:18][CH:19]=1. Given the reactants Cl[C:2](Cl)([O:4]C(=O)OC(Cl)(Cl)Cl)Cl.[Cl:13][C:14]1[CH:19]=[CH:18][C:17]([C:20]2[CH:25]=[C:24]([NH:26][NH2:27])[N:23]=[CH:22][N:21]=2)=[CH:16][CH:15]=1, predict the reaction product. (10) Given the reactants [Cl:1][C:2]1[CH:3]=[CH:4][C:5]([N:20]2[C:24]([CH3:25])=[C:23]([CH3:26])[N:22]=[C:21]2[CH2:27][OH:28])=[C:6]([C:8]([C:10]2[CH:15]=[CH:14][CH:13]=[C:12]([O:16][CH3:17])[C:11]=2[O:18][CH3:19])=[O:9])[CH:7]=1.O1CCCC1, predict the reaction product. The product is: [Cl:1][C:2]1[CH:3]=[CH:4][C:5]([N:20]2[C:24]([CH3:25])=[C:23]([CH3:26])[N:22]=[C:21]2[CH:27]=[O:28])=[C:6]([C:8](=[O:9])[C:10]2[CH:15]=[CH:14][CH:13]=[C:12]([O:16][CH3:17])[C:11]=2[O:18][CH3:19])[CH:7]=1.